Predict which catalyst facilitates the given reaction. From a dataset of Catalyst prediction with 721,799 reactions and 888 catalyst types from USPTO. (1) Reactant: [CH2:1]=[CH:2][CH2:3][CH2:4][CH2:5][CH3:6].C=CCC. Product: [CH2:1]=[CH:2][CH2:3][CH3:4].[CH2:1]=[CH:2][CH2:3][CH2:4][CH2:5][CH3:6]. The catalyst class is: 11. (2) The catalyst class is: 1. Product: [CH2:23]([N:8]([CH2:1][C:2]1[CH:3]=[CH:4][CH:5]=[CH:6][CH:7]=1)[CH2:9][CH2:10][O:11][CH2:12][CH2:13][CH2:14][OH:15])[C:24]1[CH:25]=[CH:26][CH:27]=[CH:28][CH:29]=1. Reactant: [CH2:1]([N:8]([CH2:23][C:24]1[CH:29]=[CH:28][CH:27]=[CH:26][CH:25]=1)[CH2:9][CH2:10][O:11][CH2:12][CH2:13][CH2:14][O:15][Si](C(C)(C)C)(C)C)[C:2]1[CH:7]=[CH:6][CH:5]=[CH:4][CH:3]=1.[F-].C([N+](CCCC)(CCCC)CCCC)CCC. (3) Reactant: [NH2:1][C@@H:2]1[CH2:6][CH2:5][C@H:4]([C:7]([OH:9])=[O:8])[CH2:3]1.[OH-].[Na+].CC([O:16][C:17](OC(OC(C)(C)C)=O)=[O:18])(C)C.[C:27](O)([CH3:30])([CH3:29])[CH3:28]. Product: [C:27]([O:8][C:7]([C@@H:4]1[CH2:5][CH2:6][C@@:2]([NH2:1])([C:17]([OH:18])=[O:16])[CH2:3]1)=[O:9])([CH3:30])([CH3:29])[CH3:28]. The catalyst class is: 6.